From a dataset of Full USPTO retrosynthesis dataset with 1.9M reactions from patents (1976-2016). Predict the reactants needed to synthesize the given product. Given the product [Br:1][CH:6]1[CH2:5][C:4]([CH3:11])([CH3:3])[CH2:9][CH2:8][C:7]1=[O:10], predict the reactants needed to synthesize it. The reactants are: [Br:1]Br.[CH3:3][C:4]1([CH3:11])[CH2:9][CH2:8][C:7](=[O:10])[CH2:6][CH2:5]1.